Dataset: Forward reaction prediction with 1.9M reactions from USPTO patents (1976-2016). Task: Predict the product of the given reaction. (1) Given the reactants [OH-].[Na+].C([O:5][C:6]([C:8]1[CH:17]=[C:16]([CH2:18][CH2:19][CH2:20][O:21][CH3:22])[C:15]2[C:10](=[CH:11][CH:12]=[CH:13][CH:14]=2)[CH:9]=1)=[O:7])C.Cl, predict the reaction product. The product is: [CH3:22][O:21][CH2:20][CH2:19][CH2:18][C:16]1[C:15]2[C:10](=[CH:11][CH:12]=[CH:13][CH:14]=2)[CH:9]=[C:8]([C:6]([OH:7])=[O:5])[CH:17]=1. (2) Given the reactants [Br:1][C:2]1[CH:7]=[C:6]2[NH:8][CH2:9][C:10]3([CH2:15][CH2:14][S:13][CH2:12][CH2:11]3)[C:5]2=[CH:4][CH:3]=1.C(N(CC)CC)C.[C:23](Cl)(=[O:25])[CH3:24], predict the reaction product. The product is: [C:23]([N:8]1[C:6]2[C:5](=[CH:4][CH:3]=[C:2]([Br:1])[CH:7]=2)[C:10]2([CH2:15][CH2:14][S:13][CH2:12][CH2:11]2)[CH2:9]1)(=[O:25])[CH3:24]. (3) Given the reactants [CH2:1]([C:5]1[N:6]([CH2:19][CH2:20][CH2:21][CH2:22][CH2:23][S:24][CH3:25])[C:7]2[C:16]3[CH:15]=[CH:14][CH:13]=[CH:12][C:11]=3[N:10]=[C:9]([NH2:17])[C:8]=2[N:18]=1)[CH2:2][CH2:3][CH3:4].ClC1C=CC=C(C(OO)=[O:34])C=1.ClC1C=C(C=CC=1)C(O)=O, predict the reaction product. The product is: [CH2:1]([C:5]1[N:6]([CH2:19][CH2:20][CH2:21][CH2:22][CH2:23][S:24]([CH3:25])=[O:34])[C:7]2[C:16]3[CH:15]=[CH:14][CH:13]=[CH:12][C:11]=3[N:10]=[C:9]([NH2:17])[C:8]=2[N:18]=1)[CH2:2][CH2:3][CH3:4]. (4) The product is: [C@H:1]12[N:8]([C:9]([O:11][C:12]([CH3:13])([CH3:14])[CH3:15])=[O:10])[C@H:5]([CH2:6][CH2:7]1)[CH2:4][CH2:3][CH:2]2[C:16]([O:18][CH3:19])=[O:17]. Given the reactants [C@H:1]12[N:8]([C:9]([O:11][C:12]([CH3:15])([CH3:14])[CH3:13])=[O:10])[C@H:5]([CH2:6][CH2:7]1)[CH2:4][CH:3]=[C:2]2[C:16]([O:18][CH3:19])=[O:17], predict the reaction product.